Dataset: Full USPTO retrosynthesis dataset with 1.9M reactions from patents (1976-2016). Task: Predict the reactants needed to synthesize the given product. (1) The reactants are: [NH2:1][C@H:2]([C@@H:6]([OH:11])[C:7]([CH3:10])([CH3:9])[CH3:8])[C:3]([OH:5])=[O:4].[C:12]([O-:15])(O)=[O:13].[Na+].[C:17]1([CH2:23][CH2:24][CH2:25][CH2:26][CH2:27]C2C(=O)N(C([O-])=O)C=CC=2)[CH:22]=[CH:21][CH:20]=[CH:19][CH:18]=1. Given the product [OH:11][C@@H:6]([C:7]([CH3:8])([CH3:10])[CH3:9])[C@@H:2]([NH:1][C:12]([O:15][CH2:27][CH2:26][CH2:25][CH2:24][CH2:23][C:17]1[CH:22]=[CH:21][CH:20]=[CH:19][CH:18]=1)=[O:13])[C:3]([OH:5])=[O:4], predict the reactants needed to synthesize it. (2) Given the product [CH2:45]([O:52][C:53](=[O:67])[NH:54][CH2:55][C@@H:56]([OH:66])[C@@H:57]([NH:65][C:10]([C:9]1[CH:13]=[C:14]([O:16][CH2:17][CH2:18][CH2:19][CH2:20][CH3:21])[CH:15]=[C:7]([N:3]2[CH2:4][CH2:5][CH2:6][C:2]2=[O:1])[CH:8]=1)=[O:12])[CH2:58][C:59]1[CH:64]=[CH:63][CH:62]=[CH:61][CH:60]=1)[C:46]1[CH:47]=[CH:48][CH:49]=[CH:50][CH:51]=1, predict the reactants needed to synthesize it. The reactants are: [O:1]=[C:2]1[CH2:6][CH2:5][CH2:4][N:3]1[C:7]1[CH:8]=[C:9]([CH:13]=[C:14]([O:16][CH2:17][CH2:18][CH2:19][CH2:20][CH3:21])[CH:15]=1)[C:10]([OH:12])=O.C1C=CC2N(O)N=NC=2C=1.CCN=C=NCCCN(C)C.Cl.Cl.[CH2:45]([O:52][C:53](=[O:67])[NH:54][CH2:55][C@@H:56]([OH:66])[C@@H:57]([NH2:65])[CH2:58][C:59]1[CH:64]=[CH:63][CH:62]=[CH:61][CH:60]=1)[C:46]1[CH:51]=[CH:50][CH:49]=[CH:48][CH:47]=1. (3) Given the product [Cl:18][C:5]1[CH:4]=[CH:3][C:2]([NH:1][C:30]([C:28]2[S:29][C:25]([C:19]3[CH:20]=[CH:21][CH:22]=[CH:23][CH:24]=3)=[CH:26][CH:27]=2)=[O:31])=[CH:7][C:6]=1[NH:8][C:9](=[O:17])[CH2:10][N:11]1[CH2:12][CH2:13][O:14][CH2:15][CH2:16]1, predict the reactants needed to synthesize it. The reactants are: [NH2:1][C:2]1[CH:3]=[CH:4][C:5]([Cl:18])=[C:6]([NH:8][C:9](=[O:17])[CH2:10][N:11]2[CH2:16][CH2:15][O:14][CH2:13][CH2:12]2)[CH:7]=1.[C:19]1([C:25]2[S:29][C:28]([C:30](O)=[O:31])=[CH:27][CH:26]=2)[CH:24]=[CH:23][CH:22]=[CH:21][CH:20]=1.F[P-](F)(F)(F)(F)F.N1(O[P+](N2CCCC2)(N2CCCC2)N2CCCC2)C2C=CC=CC=2N=N1.C(N(C(C)C)CC)(C)C. (4) Given the product [CH2:13]([O:15][C:16](=[O:48])[C:17]([CH3:47])([O:19][C:20]1[CH:21]=[C:22]2[C:26](=[CH:27][CH:28]=1)[N:25]([CH2:29][CH2:30][C:31]1[S:35][C:34]([C:36]3[CH:37]=[CH:38][C:39]([C:42]([F:43])([F:45])[F:44])=[CH:40][CH:41]=3)=[N:33][C:32]=1[CH3:46])[CH:24]=[CH:23]2)[CH3:18])[CH3:14], predict the reactants needed to synthesize it. The reactants are: ClC1C(=O)C(Cl)=C(Cl)C(=O)C=1Cl.[CH2:13]([O:15][C:16](=[O:48])[C:17]([CH3:47])([O:19][C:20]1[CH:21]=[C:22]2[C:26](=[CH:27][CH:28]=1)[N:25]([CH2:29][CH2:30][C:31]1[S:35][C:34]([C:36]3[CH:41]=[CH:40][C:39]([C:42]([F:45])([F:44])[F:43])=[CH:38][CH:37]=3)=[N:33][C:32]=1[CH3:46])[CH2:24][CH2:23]2)[CH3:18])[CH3:14]. (5) Given the product [CH3:1][O:2][C:3]1[CH:11]=[CH:10][C:6]([C:7]([OH:9])=[O:8])=[CH:5][CH:4]=1.[CH:31]([O:32][C:17]1[CH:16]=[CH:15][C:14]([O:13][CH3:12])=[CH:21][CH:20]=1)=[O:30], predict the reactants needed to synthesize it. The reactants are: [CH3:1][O:2][C:3]1[CH:11]=[CH:10][C:6]([C:7]([OH:9])=[O:8])=[CH:5][CH:4]=1.[CH3:12][O:13][C:14]1[CH:21]=[CH:20][C:17](C=O)=[CH:16][CH:15]=1.OOS([O-])=O.[K+].CC[O:30][C:31](C)=[O:32]. (6) Given the product [Br:14][C:11]1[CH:12]=[CH:13][C:8]([CH2:7][CH:3]([C:22]([O:21][C:18]([CH3:20])([CH3:19])[CH3:17])=[O:23])[C:4]([OH:6])=[O:5])=[CH:9][CH:10]=1, predict the reactants needed to synthesize it. The reactants are: Cl.N[CH:3]([CH2:7][C:8]1[CH:13]=[CH:12][C:11]([Br:14])=[CH:10][CH:9]=1)[C:4]([OH:6])=[O:5].[OH-].[Na+].[CH3:17][C:18]([O:21][C:22](O[C:22]([O:21][C:18]([CH3:20])([CH3:19])[CH3:17])=[O:23])=[O:23])([CH3:20])[CH3:19]. (7) Given the product [Cl:29][C:22]1[CH:21]=[C:20](/[CH:19]=[C:15]2/[C:16](=[O:18])[N:17]3[CH:10]=[C:9]([C:5]4[CH:6]=[CH:7][CH:8]=[C:3]([CH2:2][Cl:1])[CH:4]=4)[N:12]=[C:13]3[S:14]/2)[CH:25]=[C:24]([O:26][CH3:27])[C:23]=1[OH:28], predict the reactants needed to synthesize it. The reactants are: [Cl:1][CH2:2][C:3]1[CH:4]=[C:5]([C:9](=O)[CH3:10])[CH:6]=[CH:7][CH:8]=1.[NH2:12][C:13]1[S:14]/[C:15](=[CH:19]\[C:20]2[CH:25]=[C:24]([O:26][CH3:27])[C:23]([OH:28])=[C:22]([Cl:29])[CH:21]=2)/[C:16](=[O:18])[N:17]=1. (8) Given the product [NH2:18][C:10]1[O:11][C@H:12]([C:14]([F:16])([F:17])[F:15])[CH2:13][C@:8]([C:6]2[CH:7]=[C:2]([NH:1][C:30](=[O:31])[C:27]3[CH:26]=[CH:25][C:24]([O:23][C:22]([F:33])([F:21])[F:34])=[CH:29][N:28]=3)[CH:3]=[CH:4][C:5]=2[F:20])([CH3:19])[N:9]=1, predict the reactants needed to synthesize it. The reactants are: [NH2:1][C:2]1[CH:3]=[CH:4][C:5]([F:20])=[C:6]([C@:8]2([CH3:19])[CH2:13][C@@H:12]([C:14]([F:17])([F:16])[F:15])[O:11][C:10]([NH2:18])=[N:9]2)[CH:7]=1.[F:21][C:22]([F:34])([F:33])[O:23][C:24]1[CH:25]=[CH:26][C:27]([C:30](O)=[O:31])=[N:28][CH:29]=1.